Dataset: Catalyst prediction with 721,799 reactions and 888 catalyst types from USPTO. Task: Predict which catalyst facilitates the given reaction. Reactant: [OH:1][C:2]1[CH:11]=[CH:10][C:9]([CH3:12])=[CH:8][C:3]=1[C:4]([O:6][CH3:7])=[O:5].I[CH2:14][CH3:15].C(=O)([O-])[O-].[K+].[K+]. Product: [CH2:14]([O:1][C:2]1[CH:11]=[CH:10][C:9]([CH3:12])=[CH:8][C:3]=1[C:4]([O:6][CH3:7])=[O:5])[CH3:15]. The catalyst class is: 18.